Dataset: Full USPTO retrosynthesis dataset with 1.9M reactions from patents (1976-2016). Task: Predict the reactants needed to synthesize the given product. Given the product [Br:1][C:3]1[CH:10]=[CH:9][C:6]([C:7]#[N:8])=[CH:5][CH:4]=1, predict the reactants needed to synthesize it. The reactants are: [BrH:1].N[C:3]1[CH:10]=[CH:9][C:6]([C:7]#[N:8])=[CH:5][CH:4]=1.CC1(C)N([O])C(C)(C)CCC1.N([O-])=O.[Na+].[OH-].[Na+].